This data is from Peptide-MHC class II binding affinity with 134,281 pairs from IEDB. The task is: Regression. Given a peptide amino acid sequence and an MHC pseudo amino acid sequence, predict their binding affinity value. This is MHC class II binding data. (1) The MHC is DRB5_0101 with pseudo-sequence DRB5_0101. The binding affinity (normalized) is 0.585. The peptide sequence is GELQIVDKIDAAFKA. (2) The peptide sequence is IFSQNMNIKLQMPLY. The MHC is DRB1_0101 with pseudo-sequence DRB1_0101. The binding affinity (normalized) is 0.569. (3) The peptide sequence is VLAIVALVVATIIAI. The MHC is H-2-IAb with pseudo-sequence H-2-IAb. The binding affinity (normalized) is 0.0688. (4) The peptide sequence is LRLGKEFIRCLALPF. The MHC is DRB1_0701 with pseudo-sequence DRB1_0701. The binding affinity (normalized) is 0.750. (5) The peptide sequence is SQQPYLQLQPFPQPQLPYSQ. The MHC is DRB1_1101 with pseudo-sequence DRB1_1101. The binding affinity (normalized) is 0.512.